Dataset: Retrosynthesis with 50K atom-mapped reactions and 10 reaction types from USPTO. Task: Predict the reactants needed to synthesize the given product. Given the product Cc1ccc(-n2cc(CCO)nn2)cc1C(=O)c1ccc(Nc2cccc(Cl)c2Cl)cc1Cl, predict the reactants needed to synthesize it. The reactants are: Cc1ccc(-n2cc(CCO)nn2)cc1C(=O)c1ccc(Br)cc1Cl.Nc1cccc(Cl)c1Cl.